Task: Predict the product of the given reaction.. Dataset: Forward reaction prediction with 1.9M reactions from USPTO patents (1976-2016) (1) Given the reactants [C:1]([C:3]1[CH:4]=[C:5]([CH:27]=[CH:28][C:29]=1[CH3:30])[C:6]([NH:8][C:9]1[CH:14]=[CH:13][C:12]([CH2:15][N:16]2[CH2:21][CH2:20][N:19]([CH3:22])[CH2:18][CH2:17]2)=[C:11]([C:23]([F:26])([F:25])[F:24])[CH:10]=1)=[O:7])#[CH:2].[CH3:31][NH:32][C:33]1[N:42]=[CH:41][C:40]2[C:35](=[CH:36][C:37](Br)=[CH:38][CH:39]=2)[N:34]=1, predict the reaction product. The product is: [CH3:31][NH:32][C:33]1[N:42]=[CH:41][C:40]2[C:35](=[CH:36][C:37]([C:2]#[C:1][C:3]3[CH:4]=[C:5]([CH:27]=[CH:28][C:29]=3[CH3:30])[C:6]([NH:8][C:9]3[CH:14]=[CH:13][C:12]([CH2:15][N:16]4[CH2:17][CH2:18][N:19]([CH3:22])[CH2:20][CH2:21]4)=[C:11]([C:23]([F:25])([F:24])[F:26])[CH:10]=3)=[O:7])=[CH:38][CH:39]=2)[N:34]=1. (2) Given the reactants [F:1][C:2]1[CH:17]=[CH:16][C:5]([CH2:6][N:7]2[CH:12]3[CH2:13][NH:14][CH2:15][CH:8]2[CH2:9][O:10][CH2:11]3)=[CH:4][CH:3]=1.[Cl:18][CH2:19][C:20](Cl)=[O:21].C([O-])([O-])=O.[Na+].[Na+], predict the reaction product. The product is: [Cl:18][CH2:19][C:20]([N:14]1[CH2:15][CH:8]2[N:7]([CH2:6][C:5]3[CH:16]=[CH:17][C:2]([F:1])=[CH:3][CH:4]=3)[CH:12]([CH2:11][O:10][CH2:9]2)[CH2:13]1)=[O:21]. (3) Given the reactants [CH2:1]([O:8][C:9]1[CH:14]=[CH:13][C:12]([NH:15][C:16]2[CH:21]=[C:20]([Cl:22])[N:19]=[CH:18][N:17]=2)=[CH:11][C:10]=1[N+:23]([O-])=O)[C:2]1[CH:7]=[CH:6][CH:5]=[CH:4][CH:3]=1.S(=O)(=O)(O)O.C(=O)([O-])O.[Na+], predict the reaction product. The product is: [NH2:23][C:10]1[CH:11]=[C:12]([NH:15][C:16]2[CH:21]=[C:20]([Cl:22])[N:19]=[CH:18][N:17]=2)[CH:13]=[CH:14][C:9]=1[O:8][CH2:1][C:2]1[CH:3]=[CH:4][CH:5]=[CH:6][CH:7]=1. (4) Given the reactants [OH:1][C:2]([CH3:49])([CH3:48])[CH2:3][O:4][N:5]1[C:10]([CH3:12])([CH3:11])[CH2:9][CH:8]([CH2:13][CH2:14][CH2:15][CH2:16][NH:17][C:18]2[N:23]=[C:22]([NH:24][CH2:25][CH2:26][CH2:27][CH2:28][CH:29]3[CH2:34][C:33]([CH3:36])([CH3:35])[N:32]([O:37][CH2:38][C:39]([CH3:42])([OH:41])[CH3:40])[C:31]([CH3:44])([CH3:43])[CH2:30]3)[N:21]=[C:20](Cl)[N:19]=2)[CH2:7][C:6]1([CH3:47])[CH3:46].[NH2:50][CH2:51][CH2:52][CH2:53][CH2:54][CH2:55][CH2:56][NH2:57], predict the reaction product. The product is: [OH:1][C:2]([CH3:49])([CH3:48])[CH2:3][O:4][N:5]1[C:10]([CH3:12])([CH3:11])[CH2:9][CH:8]([CH2:13][CH2:14][CH2:15][CH2:16][NH:17][C:18]2[N:23]=[C:22]([NH:24][CH2:25][CH2:26][CH2:27][CH2:28][CH:29]3[CH2:34][C:33]([CH3:36])([CH3:35])[N:32]([O:37][CH2:38][C:39]([CH3:42])([OH:41])[CH3:40])[C:31]([CH3:44])([CH3:43])[CH2:30]3)[N:21]=[C:20]([NH:50][CH2:51][CH2:52][CH2:53][CH2:54][CH2:55][CH2:56][NH:57][C:20]3[N:19]=[C:18]([NH:17][CH2:16][CH2:15][CH2:14][CH2:13][CH:8]4[CH2:9][C:10]([CH3:12])([CH3:11])[N:5]([O:4][CH2:3][C:2]([CH3:48])([OH:1])[CH3:49])[C:6]([CH3:46])([CH3:47])[CH2:7]4)[N:23]=[C:22]([NH:24][CH2:25][CH2:26][CH2:27][CH2:28][CH:29]4[CH2:30][C:31]([CH3:44])([CH3:43])[N:32]([O:37][CH2:38][C:39]([CH3:42])([OH:41])[CH3:40])[C:33]([CH3:36])([CH3:35])[CH2:34]4)[N:21]=3)[N:19]=2)[CH2:7][C:6]1([CH3:47])[CH3:46]. (5) Given the reactants [CH3:1][O:2][C:3](=[O:14])[NH:4][C:5]1[CH:10]=[C:9]([F:11])[C:8]([Cl:12])=[CH:7][C:6]=1I.[C:15]([Si:17]([CH3:20])([CH3:19])[CH3:18])#[CH:16].Cl, predict the reaction product. The product is: [CH3:1][O:2][C:3](=[O:14])[NH:4][C:5]1[CH:10]=[C:9]([F:11])[C:8]([Cl:12])=[CH:7][C:6]=1[C:16]#[C:15][Si:17]([CH3:20])([CH3:19])[CH3:18]. (6) Given the reactants F[C:2]1[C:3]([CH:8]2[CH2:13][CH2:12][N:11]([C:14]([O:16][C:17]([CH3:20])([CH3:19])[CH3:18])=[O:15])[CH2:10][CH2:9]2)=[N:4][CH:5]=[CH:6][N:7]=1.C([O-])([O-])=O.[Cs+].[Cs+].[NH:27]1[C:31]2[CH:32]=[CH:33][CH:34]=[CH:35][C:30]=2[N:29]=[C:28]1[C:36]([C:38]1[CH:43]=[CH:42][C:41]([OH:44])=[CH:40][CH:39]=1)=[O:37].CN1CCCC1=O, predict the reaction product. The product is: [NH:27]1[C:31]2[CH:32]=[CH:33][CH:34]=[CH:35][C:30]=2[N:29]=[C:28]1[C:36]([C:38]1[CH:43]=[CH:42][C:41]([O:44][C:2]2[C:3]([CH:8]3[CH2:13][CH2:12][N:11]([C:14]([O:16][C:17]([CH3:20])([CH3:19])[CH3:18])=[O:15])[CH2:10][CH2:9]3)=[N:4][CH:5]=[CH:6][N:7]=2)=[CH:40][CH:39]=1)=[O:37]. (7) Given the reactants Cl[CH2:2][C:3]([O:5][C@H:6]([CH2:35][N:36]([S:41]([C:44]1[CH:52]=[CH:51][C:47]2[O:48][CH2:49][O:50][C:46]=2[CH:45]=1)(=[O:43])=[O:42])[CH2:37][CH:38]([CH3:40])[CH3:39])[C@@H:7]([NH:23][C:24]([O:26][C@@H:27]1[C@H:34]2[C@H:30]([O:31][CH2:32][CH2:33]2)[O:29][CH2:28]1)=[O:25])[CH2:8][C:9]1[CH:14]=[CH:13][C:12]([O:15][CH2:16][C:17]2[N:18]=[C:19]([CH3:22])[S:20][CH:21]=2)=[CH:11][CH:10]=1)=[O:4].[N-:53]=[N+:54]=[N-:55].[Na+], predict the reaction product. The product is: [N:53]([CH2:2][C:3]([O:5][C@H:6]([CH2:35][N:36]([S:41]([C:44]1[CH:52]=[CH:51][C:47]2[O:48][CH2:49][O:50][C:46]=2[CH:45]=1)(=[O:43])=[O:42])[CH2:37][CH:38]([CH3:40])[CH3:39])[C@@H:7]([NH:23][C:24]([O:26][C@@H:27]1[C@H:34]2[C@H:30]([O:31][CH2:32][CH2:33]2)[O:29][CH2:28]1)=[O:25])[CH2:8][C:9]1[CH:14]=[CH:13][C:12]([O:15][CH2:16][C:17]2[N:18]=[C:19]([CH3:22])[S:20][CH:21]=2)=[CH:11][CH:10]=1)=[O:4])=[N+:54]=[N-:55]. (8) Given the reactants [CH2:1]([O:8][C:9]1[CH:10]=[C:11]2[C:16](=[CH:17][C:18]=1[O:19][CH3:20])[CH:15]([CH2:21]S(C1N(C3C=CC=CC=3)N=NN=1)(=O)=O)[N:14](C(OC(C)(C)C)=O)[CH2:13][CH2:12]2)[C:2]1[CH:7]=[CH:6][CH:5]=[CH:4][CH:3]=1.[CH:43]([C:45]1[C:53]2[C:48](=[CH:49][CH:50]=[CH:51][CH:52]=2)[N:47]([C:54]([O:56][C:57]([CH3:60])([CH3:59])[CH3:58])=[O:55])[CH:46]=1)=O.C[Si]([N-][Si](C)(C)C)(C)C.[Li+], predict the reaction product. The product is: [CH2:1]([O:8][C:9]1[CH:10]=[C:11]2[C:16](=[CH:17][C:18]=1[O:19][CH3:20])[CH:15](/[CH:21]=[CH:43]/[C:45]1[C:53]3[C:48](=[CH:49][CH:50]=[CH:51][CH:52]=3)[N:47]([C:54]([O:56][C:57]([CH3:60])([CH3:59])[CH3:58])=[O:55])[CH:46]=1)[NH:14][CH2:13][CH2:12]2)[C:2]1[CH:7]=[CH:6][CH:5]=[CH:4][CH:3]=1. (9) Given the reactants [NH:1]1[C:9]2[C:4](=[CH:5][CH:6]=[CH:7][CH:8]=2)[CH2:3][CH2:2]1.Br[CH2:11][CH2:12][C:13]([O:15][CH3:16])=[O:14].C(=O)([O-])[O-].[K+].[K+], predict the reaction product. The product is: [CH3:16][O:15][C:13](=[O:14])[CH2:12][CH2:11][N:1]1[C:9]2[C:4](=[CH:5][CH:6]=[CH:7][CH:8]=2)[CH2:3][CH2:2]1.